The task is: Predict the product of the given reaction.. This data is from Forward reaction prediction with 1.9M reactions from USPTO patents (1976-2016). (1) Given the reactants C([Sn](CCCC)(CCCC)[C:6]1[S:7][CH:8]=[CH:9][CH:10]=1)CCC.Cl[C:20]1[CH:21]=[C:22]2[CH2:30][CH2:29][O:28][C:27](=[O:31])[C:23]2=[C:24]([CH3:26])[N:25]=1.[F-].[K+], predict the reaction product. The product is: [CH3:26][C:24]1[N:25]=[C:20]([C:6]2[S:7][CH:8]=[CH:9][CH:10]=2)[CH:21]=[C:22]2[CH2:30][CH2:29][O:28][C:27](=[O:31])[C:23]=12. (2) Given the reactants C[O:2][C:3](=[O:27])[C@@H:4]([N:9]1[CH2:13][C:12]([O:14][C:15]2[CH:20]=[CH:19][C:18]([CH2:21][C:22]([OH:25])([CH3:24])[CH3:23])=[CH:17][CH:16]=2)=[CH:11][C:10]1=[O:26])[CH2:5][CH:6]([CH3:8])[CH3:7].O.[OH-].[Li+], predict the reaction product. The product is: [OH:25][C:22]([CH3:24])([CH3:23])[CH2:21][C:18]1[CH:17]=[CH:16][C:15]([O:14][C:12]2[CH2:13][N:9]([C@@H:4]([CH2:5][CH:6]([CH3:7])[CH3:8])[C:3]([OH:27])=[O:2])[C:10](=[O:26])[CH:11]=2)=[CH:20][CH:19]=1. (3) Given the reactants Cl[C:2]1[C:11]2[C:6](=[CH:7][CH:8]=[C:9]([O:12][CH3:13])[CH:10]=2)[CH:5]=[C:4]([NH:14][C:15]2[CH:19]=[C:18]([CH3:20])[NH:17][N:16]=2)[N:3]=1, predict the reaction product. The product is: [CH:9]([O:12][C:2]1[C:11]2[C:6](=[CH:7][CH:8]=[C:9]([O:12][CH3:13])[CH:10]=2)[CH:5]=[C:4]([NH:14][C:15]2[CH:19]=[C:18]([CH3:20])[NH:17][N:16]=2)[N:3]=1)([CH3:10])[CH3:8]. (4) The product is: [Cl:1][C:2]1[C:3]([C:13]([F:16])([F:15])[F:14])=[N:4][N:5]([CH:8]([CH3:12])[C:9]([N:28]2[CH2:29][CH2:30][CH2:31][C:32]3[N:24]([C:21]4[CH:22]=[CH:23][C:18]([F:17])=[CH:19][CH:20]=4)[N:25]=[CH:26][C:27]2=3)=[O:11])[C:6]=1[CH3:7]. Given the reactants [Cl:1][C:2]1[C:3]([C:13]([F:16])([F:15])[F:14])=[N:4][N:5]([CH:8]([CH3:12])[C:9]([OH:11])=O)[C:6]=1[CH3:7].[F:17][C:18]1[CH:23]=[CH:22][C:21]([N:24]2[C:32]3[CH2:31][CH2:30][CH2:29][NH:28][C:27]=3[CH:26]=[N:25]2)=[CH:20][CH:19]=1, predict the reaction product. (5) Given the reactants [C:1]([C@@:3]([C@@H:7]1[C@:15]2([CH3:16])[C@H:10]([C@@H:11]([O:17]C(=O)C3C=CC=CC=3)[CH2:12][CH2:13][CH2:14]2)[CH2:9][CH2:8]1)([CH3:6])[CH2:4][CH3:5])#[N:2].O, predict the reaction product. The product is: [OH:17][C@H:11]1[CH2:12][CH2:13][CH2:14][C@@:15]2([CH3:16])[C@H:10]1[CH2:9][CH2:8][C@@H:7]2[C@:3]([CH3:6])([CH2:4][CH3:5])[C:1]#[N:2].